From a dataset of Catalyst prediction with 721,799 reactions and 888 catalyst types from USPTO. Predict which catalyst facilitates the given reaction. (1) Reactant: C(OP([CH2:9][C:10]([O:12][CH2:13][CH3:14])=[O:11])(OCC)=O)C.[H-].[Na+].[Br:17][C:18]1[O:22][C:21]([CH:23]=O)=[CH:20][CH:19]=1. Product: [Br:17][C:18]1[O:22][C:21](/[CH:23]=[CH:9]/[C:10]([O:12][CH2:13][CH3:14])=[O:11])=[CH:20][CH:19]=1. The catalyst class is: 9. (2) Reactant: [C:1]([N:8]1[CH:12]=[CH:11]N=[CH:9]1)(N1C=CN=C1)=[O:2].[CH:13]1[CH:14]=[CH:15][C:16]2[NH:21][CH:20]=[C:19]([CH2:22][CH2:23][OH:24])[C:17]=2[CH:18]=1.Cl.[F:26][C:27]1[CH:46]=[CH:45][C:30]([CH2:31][O:32][CH2:33][C:34]([NH:36][CH2:37][CH2:38][CH:39]2CCNC[CH2:40]2)=[O:35])=[CH:29][CH:28]=1. Product: [F:26][C:27]1[CH:28]=[CH:29][C:30]([CH2:31][O:32][CH2:33][C:34]([NH:36][CH2:37][CH2:38][CH:39]2[CH2:40][CH2:9][N:8]([C:1]([O:24][CH2:23][CH2:22][C:19]3[C:17]4[C:16](=[CH:15][CH:14]=[CH:13][CH:18]=4)[NH:21][CH:20]=3)=[O:2])[CH2:12][CH2:11]2)=[O:35])=[CH:45][CH:46]=1. The catalyst class is: 4. (3) Reactant: [CH:1]([O:4][C:5]1[CH:13]=[CH:12][C:8]([C:9]([OH:11])=O)=[CH:7][C:6]=1[C:14]([F:17])([F:16])[F:15])([CH3:3])[CH3:2].C1C=CC2N(O)N=NC=2C=1.CCN=C=NCCCN(C)C.[OH:39][C:40]1(O)[C:48]2[CH:47]=[CH:46][CH:45]=[C:44]([C:49](=[NH:51])[NH2:50])[C:43]=2[CH2:42][CH2:41]1.[Na+].[Cl-]. Product: [CH:1]([O:4][C:5]1[CH:13]=[CH:12][C:8]([C:9]2[O:11][N:51]=[C:49]([C:44]3[CH:45]=[CH:46][CH:47]=[C:48]4[C:43]=3[CH2:42][CH2:41][CH:40]4[OH:39])[N:50]=2)=[CH:7][C:6]=1[C:14]([F:17])([F:16])[F:15])([CH3:2])[CH3:3]. The catalyst class is: 3. (4) Reactant: [OH:1][CH:2]([C:7]1[CH:17]=[CH:16][C:10]([C:11]([O:13][CH2:14][CH3:15])=[O:12])=[CH:9][CH:8]=1)[CH2:3][CH:4]([CH3:6])[CH3:5].ClCCl.CS(C)=O.C(N(CC)CC)C. Product: [CH3:6][CH:4]([CH3:5])[CH2:3][C:2]([C:7]1[CH:8]=[CH:9][C:10]([C:11]([O:13][CH2:14][CH3:15])=[O:12])=[CH:16][CH:17]=1)=[O:1]. The catalyst class is: 170. (5) Reactant: CS(O[CH2:6][C:7]1[C:12]([O:13][C:14]([F:17])([F:16])[F:15])=[CH:11][N:10]=[C:9]([Cl:18])[CH:8]=1)(=O)=O.CN(C)C=O.[Na+].[I-].[C:26]([O:30][C:31]([N:33]([K])[C:34](=[O:40])[O:35][C:36]([CH3:39])([CH3:38])[CH3:37])=[O:32])([CH3:29])([CH3:28])[CH3:27]. Product: [C:26]([O:30][C:31]([N:33]([CH2:6][C:7]1[C:12]([O:13][C:14]([F:17])([F:16])[F:15])=[CH:11][N:10]=[C:9]([Cl:18])[CH:8]=1)[C:34](=[O:40])[O:35][C:36]([CH3:39])([CH3:38])[CH3:37])=[O:32])([CH3:29])([CH3:28])[CH3:27]. The catalyst class is: 6.